Dataset: NCI-60 drug combinations with 297,098 pairs across 59 cell lines. Task: Regression. Given two drug SMILES strings and cell line genomic features, predict the synergy score measuring deviation from expected non-interaction effect. (1) Drug 2: C1C(C(OC1N2C=NC3=C2NC=NCC3O)CO)O. Cell line: SK-OV-3. Drug 1: CC1=C(C=C(C=C1)NC2=NC=CC(=N2)N(C)C3=CC4=NN(C(=C4C=C3)C)C)S(=O)(=O)N.Cl. Synergy scores: CSS=5.83, Synergy_ZIP=0.372, Synergy_Bliss=5.04, Synergy_Loewe=1.67, Synergy_HSA=3.21. (2) Drug 1: CC1C(C(CC(O1)OC2CC(OC(C2O)C)OC3=CC4=CC5=C(C(=O)C(C(C5)C(C(=O)C(C(C)O)O)OC)OC6CC(C(C(O6)C)O)OC7CC(C(C(O7)C)O)OC8CC(C(C(O8)C)O)(C)O)C(=C4C(=C3C)O)O)O)O. Drug 2: CC1=C(N=C(N=C1N)C(CC(=O)N)NCC(C(=O)N)N)C(=O)NC(C(C2=CN=CN2)OC3C(C(C(C(O3)CO)O)O)OC4C(C(C(C(O4)CO)O)OC(=O)N)O)C(=O)NC(C)C(C(C)C(=O)NC(C(C)O)C(=O)NCCC5=NC(=CS5)C6=NC(=CS6)C(=O)NCCC[S+](C)C)O. Cell line: HT29. Synergy scores: CSS=61.5, Synergy_ZIP=1.39, Synergy_Bliss=2.18, Synergy_Loewe=-3.02, Synergy_HSA=0.565. (3) Drug 1: CC(CN1CC(=O)NC(=O)C1)N2CC(=O)NC(=O)C2. Drug 2: C1CCC(CC1)NC(=O)N(CCCl)N=O. Cell line: KM12. Synergy scores: CSS=30.1, Synergy_ZIP=-11.7, Synergy_Bliss=-9.52, Synergy_Loewe=-1.50, Synergy_HSA=-0.632. (4) Drug 2: C1=C(C(=O)NC(=O)N1)N(CCCl)CCCl. Drug 1: CC(CN1CC(=O)NC(=O)C1)N2CC(=O)NC(=O)C2. Synergy scores: CSS=69.7, Synergy_ZIP=2.78, Synergy_Bliss=1.70, Synergy_Loewe=3.30, Synergy_HSA=6.93. Cell line: COLO 205. (5) Drug 1: C1CCC(CC1)NC(=O)N(CCCl)N=O. Drug 2: CN1C2=C(C=C(C=C2)N(CCCl)CCCl)N=C1CCCC(=O)O.Cl. Cell line: SNB-75. Synergy scores: CSS=12.0, Synergy_ZIP=-6.74, Synergy_Bliss=-7.87, Synergy_Loewe=-7.82, Synergy_HSA=-7.90. (6) Drug 1: CCC1(CC2CC(C3=C(CCN(C2)C1)C4=CC=CC=C4N3)(C5=C(C=C6C(=C5)C78CCN9C7C(C=CC9)(C(C(C8N6C=O)(C(=O)OC)O)OC(=O)C)CC)OC)C(=O)OC)O.OS(=O)(=O)O. Drug 2: CNC(=O)C1=NC=CC(=C1)OC2=CC=C(C=C2)NC(=O)NC3=CC(=C(C=C3)Cl)C(F)(F)F. Cell line: PC-3. Synergy scores: CSS=-4.33, Synergy_ZIP=2.94, Synergy_Bliss=0.0273, Synergy_Loewe=-7.09, Synergy_HSA=-7.24. (7) Drug 1: C1=CC(=CC=C1CC(C(=O)O)N)N(CCCl)CCCl.Cl. Drug 2: C1=NNC2=C1C(=O)NC=N2. Cell line: NCI-H460. Synergy scores: CSS=19.5, Synergy_ZIP=-3.43, Synergy_Bliss=0.894, Synergy_Loewe=-12.8, Synergy_HSA=-0.903. (8) Drug 1: C1=CC=C(C(=C1)C(C2=CC=C(C=C2)Cl)C(Cl)Cl)Cl. Drug 2: N.N.Cl[Pt+2]Cl. Cell line: HCC-2998. Synergy scores: CSS=10.1, Synergy_ZIP=3.65, Synergy_Bliss=11.6, Synergy_Loewe=-14.2, Synergy_HSA=-1.04. (9) Drug 1: C1CC(C1)(C(=O)O)C(=O)O.[NH2-].[NH2-].[Pt+2]. Drug 2: C1=NC2=C(N1)C(=S)N=CN2. Cell line: RXF 393. Synergy scores: CSS=23.5, Synergy_ZIP=-9.25, Synergy_Bliss=-6.70, Synergy_Loewe=-16.7, Synergy_HSA=-5.49. (10) Synergy scores: CSS=18.7, Synergy_ZIP=-4.26, Synergy_Bliss=3.98, Synergy_Loewe=3.76, Synergy_HSA=3.39. Drug 1: C1CCC(C1)C(CC#N)N2C=C(C=N2)C3=C4C=CNC4=NC=N3. Drug 2: CN1C2=C(C=C(C=C2)N(CCCl)CCCl)N=C1CCCC(=O)O.Cl. Cell line: U251.